From a dataset of Catalyst prediction with 721,799 reactions and 888 catalyst types from USPTO. Predict which catalyst facilitates the given reaction. (1) Reactant: [F:1][C:2]1[CH:7]=[C:6]([C:8]2[NH:12][N:11]=[N:10][N:9]=2)[CH:5]=[C:4]([F:13])[C:3]=1[N:14]1[CH2:19][CH2:18][CH:17]([C:20]2[CH:25]=[CH:24][CH:23]=[CH:22][CH:21]=2)[CH:16]([CH2:26][N:27]([C@@H:35]([C:37]2[C:46]3[C:41](=[CH:42][CH:43]=[CH:44][CH:45]=3)[CH:40]=[CH:39][CH:38]=2)[CH3:36])C(=O)OC(C)(C)C)[CH2:15]1.[ClH:47].O1CCOCC1. Product: [ClH:47].[F:1][C:2]1[CH:7]=[C:6]([C:8]2[NH:12][N:11]=[N:10][N:9]=2)[CH:5]=[C:4]([F:13])[C:3]=1[N:14]1[CH2:19][CH2:18][CH:17]([C:20]2[CH:21]=[CH:22][CH:23]=[CH:24][CH:25]=2)[CH:16]([CH2:26][NH:27][C@@H:35]([C:37]2[C:46]3[C:41](=[CH:42][CH:43]=[CH:44][CH:45]=3)[CH:40]=[CH:39][CH:38]=2)[CH3:36])[CH2:15]1. The catalyst class is: 12. (2) Reactant: [Br:1][C:2]1[CH:20]=[CH:19][CH:18]=[CH:17][C:3]=1[O:4][C:5]1[CH:13]=[C:12]([N+:14]([O-:16])=[O:15])[CH:11]=[CH:10][C:6]=1[C:7]([OH:9])=O. Product: [Br:1][C:2]1[CH:20]=[CH:19][CH:18]=[C:17]2[C:3]=1[O:4][C:5]1[CH:13]=[C:12]([N+:14]([O-:16])=[O:15])[CH:11]=[CH:10][C:6]=1[C:7]2=[O:9]. The catalyst class is: 501. (3) Reactant: [Cl:1][C:2]([Cl:11])([Cl:10])[C:3]([C:5]1[NH:6][CH:7]=[CH:8][CH:9]=1)=[O:4].S(Cl)([Cl:15])(=O)=O. Product: [Cl:11][C:2]([Cl:1])([Cl:10])[C:3]([C:5]1[NH:6][CH:7]=[C:8]([Cl:15])[CH:9]=1)=[O:4]. The catalyst class is: 22. (4) Reactant: [C:1]([O:4][C:5](=O)[CH3:6])(=[O:3])[CH3:2].C(N(CC)CC)C.CN(C1C=CC=CN=1)C.[C:24]1([C:34]2[N:39]=[N:38][N:37]=[C:36]([C:40]3[CH:45]=[CH:44][C:43]([O:46]CCO)=[CH:42][C:41]=3[OH:50])[C:35]=2[C:51]2[C:60]3[C:55](=[CH:56][CH:57]=[CH:58][CH:59]=3)[CH:54]=[CH:53][CH:52]=2)[C:33]2[C:28](=[CH:29][CH:30]=[CH:31][CH:32]=2)[CH:27]=[CH:26][CH:25]=1. Product: [C:24]1([C:34]2[N:39]=[N:38][N:37]=[C:36]([C:40]3[CH:45]=[CH:44][C:43]([O:46][CH2:6][CH2:5][O:4][C:1](=[O:3])[CH3:2])=[CH:42][C:41]=3[OH:50])[C:35]=2[C:51]2[C:60]3[C:55](=[CH:56][CH:57]=[CH:58][CH:59]=3)[CH:54]=[CH:53][CH:52]=2)[C:33]2[C:28](=[CH:29][CH:30]=[CH:31][CH:32]=2)[CH:27]=[CH:26][CH:25]=1. The catalyst class is: 4. (5) Reactant: [CH3:1][O:2][C:3]1[CH:4]=[C:5]([C:11](=[O:21])[CH2:12][C:13]2[CH:18]=[CH:17][C:16]([O:19][CH3:20])=[CH:15][CH:14]=2)[CH:6]=[C:7]([O:9][CH3:10])[CH:8]=1.[H][H]. Product: [CH3:1][O:2][C:3]1[CH:4]=[C:5]([CH:11]([OH:21])[CH2:12][C:13]2[CH:18]=[CH:17][C:16]([O:19][CH3:20])=[CH:15][CH:14]=2)[CH:6]=[C:7]([O:9][CH3:10])[CH:8]=1. The catalyst class is: 43. (6) Reactant: [F:1][C:2]1[CH:3]=[C:4]([C@@H:9]2[CH2:13][CH2:12][C@H:11](/[CH:14]=[CH:15]/[C:16]([O:18][CH3:19])=[O:17])[N:10]2[C:20]([O:22][C:23]([CH3:26])([CH3:25])[CH3:24])=[O:21])[CH:5]=[CH:6][C:7]=1[F:8].[H][H]. Product: [F:1][C:2]1[CH:3]=[C:4]([C@@H:9]2[CH2:13][CH2:12][C@H:11]([CH2:14][CH2:15][C:16]([O:18][CH3:19])=[O:17])[N:10]2[C:20]([O:22][C:23]([CH3:26])([CH3:25])[CH3:24])=[O:21])[CH:5]=[CH:6][C:7]=1[F:8]. The catalyst class is: 586. (7) Product: [C:26]([N:15]1[CH2:16][CH2:17][N:12]([C:6]2([CH2:18][C:19]3[CH:24]=[CH:23][CH:22]=[C:21]([Cl:25])[CH:20]=3)[C:5]3[C:9](=[CH:10][C:2]([Cl:1])=[CH:3][CH:4]=3)[NH:8][C:7]2=[O:11])[CH2:13][CH2:14]1)(=[O:33])[C:27]1[CH:32]=[CH:31][CH:30]=[CH:29][CH:28]=1. The catalyst class is: 10. Reactant: [Cl:1][C:2]1[CH:10]=[C:9]2[C:5]([C:6]([CH2:18][C:19]3[CH:24]=[CH:23][CH:22]=[C:21]([Cl:25])[CH:20]=3)([N:12]3[CH2:17][CH2:16][NH:15][CH2:14][CH2:13]3)[C:7](=[O:11])[NH:8]2)=[CH:4][CH:3]=1.[C:26](Cl)(=[O:33])[C:27]1[CH:32]=[CH:31][CH:30]=[CH:29][CH:28]=1.CCN(C(C)C)C(C)C. (8) Reactant: [CH3:1][C:2]1[CH:3]=[C:4]([C:12](OC)=[O:13])[CH:5]=[N:6][C:7]=1[C:8]([F:11])([F:10])[F:9].CC(C[AlH]CC(C)C)C. Product: [CH3:1][C:2]1[CH:3]=[C:4]([CH2:12][OH:13])[CH:5]=[N:6][C:7]=1[C:8]([F:11])([F:9])[F:10]. The catalyst class is: 61. (9) Reactant: [C:1]([C:5]1[O:6][C:7]2[C:8](=[C:10]([C:31]#[N:32])[C:11]([CH3:30])=[C:12]([C:22]3[CH:27]=[CH:26][CH:25]=[C:24]([O:28]C)[CH:23]=3)[C:13]=2[N:14]2[CH2:18][CH2:17][C@H:16]([N:19]([CH3:21])[CH3:20])[CH2:15]2)[N:9]=1)([CH3:4])([CH3:3])[CH3:2].[Cl-].[Al+3].[Cl-].[Cl-].O.C(=O)(O)[O-].[Na+]. Product: [C:1]([C:5]1[O:6][C:7]2[C:8](=[C:10]([C:31]#[N:32])[C:11]([CH3:30])=[C:12]([C:22]3[CH:27]=[CH:26][CH:25]=[C:24]([OH:28])[CH:23]=3)[C:13]=2[N:14]2[CH2:18][CH2:17][C@H:16]([N:19]([CH3:20])[CH3:21])[CH2:15]2)[N:9]=1)([CH3:4])([CH3:2])[CH3:3]. The catalyst class is: 48.